From a dataset of Catalyst prediction with 721,799 reactions and 888 catalyst types from USPTO. Predict which catalyst facilitates the given reaction. (1) Reactant: [NH2:1][C:2]1[CH:9]=[C:8]([N+:10]([O-:12])=[O:11])[CH:7]=[CH:6][C:3]=1[CH2:4][NH2:5].CCN(CC)CC.[Cl:20][CH2:21][CH2:22][N:23]([CH2:28][CH2:29][Cl:30])[P:24](Cl)(Cl)=[O:25]. The catalyst class is: 25. Product: [N+:10]([C:8]1[CH:7]=[CH:6][C:3]2[CH2:4][NH:5][P:24](=[O:25])([N:23]([CH2:28][CH2:29][Cl:30])[CH2:22][CH2:21][Cl:20])[NH:1][C:2]=2[CH:9]=1)([O-:12])=[O:11]. (2) Reactant: [OH-].[Na+:2].[Cl:3][C:4]1[CH:5]=[C:6]([C:14]2[O:18][N:17]=[C:16]([C:19]3[CH:20]=[C:21]4[C:25](=[CH:26][CH:27]=3)[NH:24][C:23]([C:28]([O-:30])=[O:29])=[CH:22]4)[N:15]=2)[CH:7]=[CH:8][C:9]=1[O:10][CH:11]([CH3:13])[CH3:12]. Product: [Cl:3][C:4]1[CH:5]=[C:6]([C:14]2[O:18][N:17]=[C:16]([C:19]3[CH:20]=[C:21]4[C:25](=[CH:26][CH:27]=3)[NH:24][C:23]([C:28]([O-:30])=[O:29])=[CH:22]4)[N:15]=2)[CH:7]=[CH:8][C:9]=1[O:10][CH:11]([CH3:13])[CH3:12].[Na+:2]. The catalyst class is: 8. (3) Reactant: [H-].[Na+].[CH:3]1[C:15]2[NH:14][C:13]3[C:8](=[CH:9][CH:10]=[CH:11][CH:12]=3)[C:7]=2[CH:6]=[CH:5][CH:4]=1.[Br:16][CH:17](Br)[CH2:18][CH2:19][CH2:20][CH2:21][CH2:22][CH2:23][CH2:24][CH2:25][CH3:26]. Product: [Br:16][CH2:17][CH2:18][CH2:19][CH2:20][CH2:21][CH2:22][CH2:23][CH2:24][CH2:25][CH2:26][N:14]1[C:13]2[CH:12]=[CH:11][CH:10]=[CH:9][C:8]=2[C:7]2[C:15]1=[CH:3][CH:4]=[CH:5][CH:6]=2. The catalyst class is: 1. (4) Reactant: [Br:1][C:2]1[CH:3]=[C:4]2[C:9](=[CH:10][CH:11]=1)[N:8]=[CH:7][C:6](C(O)=O)=[C:5]2[OH:15].C1(OC2C=CC=CC=2)C=CC=CC=1. Product: [Br:1][C:2]1[CH:3]=[C:4]2[C:9](=[CH:10][CH:11]=1)[N:8]=[CH:7][CH:6]=[C:5]2[OH:15]. The catalyst class is: 459. (5) Reactant: [NH2:1][C:2]1[C:3]([C:8]([NH2:10])=[O:9])=[N:4][CH:5]=[CH:6][N:7]=1.[F:11]F.C(=O)([O-])O.[Na+].C(OCC)(=O)C. Product: [NH2:1][C:2]1[C:3]([C:8]([NH2:10])=[O:9])=[N:4][C:5]([F:11])=[CH:6][N:7]=1. The catalyst class is: 55. (6) Reactant: [CH3:1][O:2][C:3](=[O:21])[C:4]([O:10][CH2:11][C:12]([C:14]1[CH:19]=[CH:18][CH:17]=[C:16]([Br:20])[CH:15]=1)=[O:13])([CH3:9])[C:5]([F:8])([F:7])[F:6].[CH3:22][Al](C)C.CCCCCCC.[Li]C.CCOCC. Product: [CH3:1][O:2][C:3](=[O:21])[C:4]([O:10][CH2:11][C:12]([C:14]1[CH:19]=[CH:18][CH:17]=[C:16]([Br:20])[CH:15]=1)([OH:13])[CH3:22])([CH3:9])[C:5]([F:8])([F:6])[F:7]. The catalyst class is: 11. (7) Reactant: [CH3:1][CH2:2][N:3]([CH2:6][CH2:7][NH:8][C:9]([C:11]1[C:15]([CH3:16])=[C:14](/[CH:17]=[C:18]2/[C:19]3[CH:24]=[C:23]([F:25])[CH:22]=[CH:21][C:20]=3[NH:26][C:27]/2=[O:28])[NH:13][C:12]=1[CH3:29])=[O:10])[CH2:4][CH3:5].[C:30]([OH:38])(=[O:37])[CH:31]([CH2:33][C:34]([OH:36])=[O:35])[OH:32]. Product: [CH3:1][CH2:2][N:3]([CH2:6][CH2:7][NH:8][C:9]([C:11]1[C:15]([CH3:16])=[C:14](/[CH:17]=[C:18]2/[C:19]3[CH:24]=[C:23]([F:25])[CH:22]=[CH:21][C:20]=3[NH:26][C:27]/2=[O:28])[NH:13][C:12]=1[CH3:29])=[O:10])[CH2:4][CH3:5].[CH2:33]([C:34]([OH:36])=[O:35])[C@H:31]([OH:32])[C:30]([OH:38])=[O:37]. The catalyst class is: 24. (8) Reactant: CCN(C(C)C)C(C)C.[N:10]#[C:11]Br.[CH2:13]([O:20][C:21]([N:23]1[CH2:28][CH2:27][NH:26][CH:25]([CH2:29][CH2:30][O:31][CH3:32])[CH2:24]1)=[O:22])[C:14]1[CH:19]=[CH:18][CH:17]=[CH:16][CH:15]=1. Product: [CH2:13]([O:20][C:21]([N:23]1[CH2:28][CH2:27][N:26]([C:11]#[N:10])[CH:25]([CH2:29][CH2:30][O:31][CH3:32])[CH2:24]1)=[O:22])[C:14]1[CH:19]=[CH:18][CH:17]=[CH:16][CH:15]=1. The catalyst class is: 2. (9) Reactant: [C:1]1([CH:7]2[NH:12][CH:11]([C:13](OC)=[O:14])[CH2:10][CH2:9][CH2:8]2)[CH:6]=[CH:5][CH:4]=[CH:3][CH:2]=1.[H-].[Al+3].[Li+].[H-].[H-].[H-]. Product: [C:1]1([CH:7]2[NH:12][CH:11]([CH2:13][OH:14])[CH2:10][CH2:9][CH2:8]2)[CH:2]=[CH:3][CH:4]=[CH:5][CH:6]=1. The catalyst class is: 116.